From a dataset of Catalyst prediction with 721,799 reactions and 888 catalyst types from USPTO. Predict which catalyst facilitates the given reaction. (1) Reactant: [CH3:1][O:2][C:3]1[CH:8]=[CH:7][C:6]([C:9]2[CH:10]=[CH:11][C:12](=[O:21])[N:13]([CH2:15][C:16]([O:18]CC)=[O:17])[CH:14]=2)=[CH:5][CH:4]=1.[OH-].[Li+].Cl. Product: [CH3:1][O:2][C:3]1[CH:4]=[CH:5][C:6]([C:9]2[CH:10]=[CH:11][C:12](=[O:21])[N:13]([CH2:15][C:16]([OH:18])=[O:17])[CH:14]=2)=[CH:7][CH:8]=1. The catalyst class is: 315. (2) Reactant: [Br:1][C:2]1[CH:10]=[CH:9][C:5]([C:6](Cl)=[O:7])=[C:4]([C:11]([F:14])([F:13])[F:12])[CH:3]=1.[C:15]([O:19][C:20]([CH3:23])([CH3:22])[CH3:21])(=[O:18])[NH:16][NH2:17].N1C=CC=CC=1.O. Product: [Br:1][C:2]1[CH:10]=[CH:9][C:5]([C:6]([NH:17][NH:16][C:15]([O:19][C:20]([CH3:23])([CH3:22])[CH3:21])=[O:18])=[O:7])=[C:4]([C:11]([F:14])([F:13])[F:12])[CH:3]=1. The catalyst class is: 7. (3) Reactant: C(O)(C(F)(F)F)=O.[F:8][C:9]([F:35])([F:34])[C:10]1[N:14]2[N:15]=[C:16]([N:19]3[CH2:25][C@H:24]4[N:26](C(OC(C)(C)C)=O)[C@H:21]([CH2:22][CH2:23]4)[CH2:20]3)[CH:17]=[CH:18][C:13]2=[N:12][N:11]=1. Product: [C@@H:24]12[NH:26][C@@H:21]([CH2:22][CH2:23]1)[CH2:20][N:19]([C:16]1[CH:17]=[CH:18][C:13]3[N:14]([C:10]([C:9]([F:35])([F:34])[F:8])=[N:11][N:12]=3)[N:15]=1)[CH2:25]2. The catalyst class is: 61. (4) Reactant: [CH:1]12[N:8]([C:9]3[N:14]=[C:13](Cl)[N:12]=[C:11]([CH2:16][N:17]([CH3:19])[CH3:18])[CH:10]=3)[CH:5]([CH2:6][CH2:7]1)[CH2:4][O:3][CH2:2]2.C(=O)([O-])[O-].[Na+].[Na+].[N:26]1[CH:31]=[CH:30][CH:29]=[C:28]([NH:32][C:33]([NH:35][C:36]2[CH:41]=[CH:40][C:39](B3OC(C)(C)C(C)(C)O3)=[CH:38][CH:37]=2)=[O:34])[CH:27]=1. Product: [CH:1]12[N:8]([C:9]3[CH:10]=[C:11]([CH2:16][N:17]([CH3:19])[CH3:18])[N:12]=[C:13]([C:39]4[CH:38]=[CH:37][C:36]([NH:35][C:33]([NH:32][C:28]5[CH:27]=[N:26][CH:31]=[CH:30][CH:29]=5)=[O:34])=[CH:41][CH:40]=4)[N:14]=3)[CH:5]([CH2:6][CH2:7]1)[CH2:4][O:3][CH2:2]2. The catalyst class is: 276. (5) Reactant: [NH2:1][C:2]1[CH:3]=[CH:4][C:5]([O:29][CH3:30])=[C:6]([CH:28]=1)[CH2:7][N:8]1[CH2:13][CH2:12][C:11](=[O:14])[CH:10]([CH:15]([C:22]2[CH:27]=[CH:26][CH:25]=[CH:24][CH:23]=2)[C:16]2[CH:21]=[CH:20][CH:19]=[CH:18][CH:17]=2)[CH2:9]1.[CH2:31]([CH2:35][C:36](=O)[CH3:37])[C:32]([CH3:34])=O.C([O-])(=O)C.[Na+].C(=O)([O-])O.[Na+]. Product: [CH:15]([CH:10]1[C:11](=[O:14])[CH2:12][CH2:13][N:8]([CH2:7][C:6]2[CH:28]=[C:2]([N:1]3[C:36]([CH3:37])=[CH:35][CH:31]=[C:32]3[CH3:34])[CH:3]=[CH:4][C:5]=2[O:29][CH3:30])[CH2:9]1)([C:22]1[CH:27]=[CH:26][CH:25]=[CH:24][CH:23]=1)[C:16]1[CH:21]=[CH:20][CH:19]=[CH:18][CH:17]=1. The catalyst class is: 15. (6) Reactant: [Cl:1][C:2]1[CH:3]=[C:4]([CH:28]=[CH:29][C:30]=1[NH:31][C:32]([O:34]C1C=CC=CC=1)=O)[O:5][C:6]1[CH:11]=[CH:10][N:9]=[C:8]([NH:12][C:13]([CH:15]2[CH2:20][CH2:19][N:18]([C:21]([O:23][C:24]([CH3:27])([CH3:26])[CH3:25])=[O:22])[CH2:17][CH2:16]2)=[O:14])[CH:7]=1.[NH2:41][C:42]1[CH:47]=[CH:46][CH:45]=[CH:44][CH:43]=1.CN(C)C=O. Product: [NH:41]([C:32]([NH:31][C:30]1[CH:29]=[CH:28][C:4]([O:5][C:6]2[CH:11]=[CH:10][N:9]=[C:8]([NH:12][C:13]([CH:15]3[CH2:16][CH2:17][N:18]([C:21]([O:23][C:24]([CH3:26])([CH3:27])[CH3:25])=[O:22])[CH2:19][CH2:20]3)=[O:14])[CH:7]=2)=[CH:3][C:2]=1[Cl:1])=[O:34])[C:42]1[CH:47]=[CH:46][CH:45]=[CH:44][CH:43]=1. The catalyst class is: 6. (7) Product: [Cl:32][C:29]1[CH:30]=[CH:31][C:26]([NH:25][C:17]2[C:18]([C:21]([O:23][CH3:24])=[O:22])=[N:19][CH:20]=[C:15]([NH:14][C:10]3[CH:11]=[C:12]([CH3:13])[NH:8][N:9]=3)[N:16]=2)=[CH:27][CH:28]=1. The catalyst class is: 160. Reactant: C(OC([N:8]1[C:12]([CH3:13])=[CH:11][C:10]([NH:14][C:15]2[N:16]=[C:17]([NH:25][C:26]3[CH:31]=[CH:30][C:29]([Cl:32])=[CH:28][CH:27]=3)[C:18]([C:21]([O:23][CH3:24])=[O:22])=[N:19][CH:20]=2)=[N:9]1)=O)(C)(C)C.C(OC(N1C(C)=CC(NC2N=C(Cl)C(C(OC)=O)=NC=2)=N1)=O)(C)(C)C.C1(P(C2C=CC=CC=2)C2C3OC4C(=CC=CC=4P(C4C=CC=CC=4)C4C=CC=CC=4)C(C)(C)C=3C=CC=2)C=CC=CC=1.C(=O)([O-])[O-].[K+].[K+].ClC1C=CC(N)=CC=1. (8) Reactant: [Br-].[Br-].[Br-].[Al+3].[C:5](Cl)(=[O:7])[CH3:6].[CH3:9][O:10][C:11]1[CH:12]=[C:13]([CH2:17][C:18]([OH:20])=[O:19])[CH:14]=[CH:15][CH:16]=1. Product: [C:5]([C:14]1[CH:15]=[CH:16][C:11]([O:10][CH3:9])=[CH:12][C:13]=1[CH2:17][C:18]([OH:20])=[O:19])(=[O:7])[CH3:6]. The catalyst class is: 4. (9) Reactant: Br[CH:2]([CH:16]1[CH2:18][CH2:17]1)[C:3]([C:5]1[CH:6]=[C:7]([CH:12]=[CH:13][C:14]=1[CH3:15])[C:8]([O:10][CH3:11])=[O:9])=[O:4].Cl.[CH3:20][O:21][CH2:22][C:23](=[NH:25])[NH2:24].C(=O)([O-])[O-].[K+].[K+].CN(C)C=O. Product: [CH:16]1([C:2]2[N:24]=[C:23]([CH2:22][O:21][CH3:20])[NH:25][C:3]=2[C:5]2[CH:6]=[C:7]([CH:12]=[CH:13][C:14]=2[CH3:15])[C:8]([O:10][CH3:11])=[O:9])[CH2:18][CH2:17]1.[CH:16]1([C:2]2[N:24]=[C:23]([CH2:22][O:21][CH3:20])[O:4][C:3]=2[C:5]2[CH:6]=[C:7]([CH:12]=[CH:13][C:14]=2[CH3:15])[C:8]([O:10][CH3:11])=[O:9])[CH2:18][CH2:17]1. The catalyst class is: 13.